This data is from CYP2D6 substrate classification data from Carbon-Mangels et al.. The task is: Regression/Classification. Given a drug SMILES string, predict its absorption, distribution, metabolism, or excretion properties. Task type varies by dataset: regression for continuous measurements (e.g., permeability, clearance, half-life) or binary classification for categorical outcomes (e.g., BBB penetration, CYP inhibition). Dataset: cyp2d6_substrate_carbonmangels. (1) The result is 0 (non-substrate). The compound is CCS(=O)(=O)CCn1c([N+](=O)[O-])cnc1C. (2) The molecule is COC(=O)C1=C(C)NC(C)=C(C(=O)O[C@H]2CCN(Cc3ccccc3)C2)[C@H]1c1cccc([N+](=O)[O-])c1. The result is 0 (non-substrate). (3) The drug is OCCOCCN1CCN([C@H](c2ccccc2)c2ccc(Cl)cc2)CC1. The result is 0 (non-substrate). (4) The drug is CN/C(=C\[N+](=O)[O-])NCCSCc1ccc(CN(C)C)o1. The result is 1 (substrate).